Dataset: Reaction yield outcomes from USPTO patents with 853,638 reactions. Task: Predict the reaction yield, written as a fraction of the theoretical maximum amount of product (1.0 means a 100% yield; for example, 0.34 means a 34% yield). (1) The reactants are FC(F)(F)S(O)(=O)=O.[N+:9]([O-:12])(O)=[O:10].[CH:13]12[CH2:30][CH:20]([CH2:21][N:22]([C:24](=[O:29])[C:25]([F:28])([F:27])[F:26])[CH2:23]1)[C:19]1[CH:18]=[CH:17][CH:16]=[CH:15][C:14]2=1. The catalyst is C(Cl)Cl. The product is [N+:9]([C:17]1[CH:16]=[CH:15][C:14]2[CH:13]3[CH2:30][CH:20]([CH2:21][N:22]([C:24](=[O:29])[C:25]([F:27])([F:26])[F:28])[CH2:23]3)[C:19]=2[CH:18]=1)([O-:12])=[O:10]. The yield is 0.780. (2) The reactants are [CH3:1][C:2]1[CH:3]=[CH:4][C:5]([NH2:8])=[N:6][CH:7]=1.[Br:9][CH2:10][C:11]([C:13]1[CH:18]=[CH:17][C:16]([CH3:19])=[CH:15][CH:14]=1)=O.CC(C)=O. The catalyst is C(O)C. The product is [Br-:9].[CH3:1][C:2]1[CH:3]=[CH:4][C:5]2[NH:8][C:11]([C:13]3[CH:18]=[CH:17][C:16]([CH3:19])=[CH:15][CH:14]=3)=[CH:10][N+:6]=2[CH:7]=1. The yield is 0.620. (3) The reactants are [CH2:1]([O:3][C:4]([C:6]1C(=O)O[N:8]([C:12]([O:14][C:15]2[CH:20]=[CH:19][CH:18]=[CH:17][CH:16]=2)=[S:13])[CH:7]=1)=[O:5])[CH3:2]. The catalyst is CC(C)=O. The product is [CH2:1]([O:3][C:4]([C:6]1[S:13][C:12]([O:14][C:15]2[CH:20]=[CH:19][CH:18]=[CH:17][CH:16]=2)=[N:8][CH:7]=1)=[O:5])[CH3:2]. The yield is 0.900. (4) The reactants are [OH:1][C:2]1[CH:3]=[C:4]([C:8]2[N:16]=[C:15]([N:17]3[CH2:22][CH2:21][O:20][CH2:19][CH2:18]3)[N:14]=[C:13]3[C:9]=2[N:10]=[CH:11][N:12]3[CH2:23][C:24]([N:26]2[CH2:30][CH2:29][CH2:28][CH2:27]2)=O)[CH:5]=[CH:6][CH:7]=1. The catalyst is C1COCC1. The product is [O:20]1[CH2:19][CH2:18][N:17]([C:15]2[N:14]=[C:13]3[C:9]([N:10]=[CH:11][N:12]3[CH2:23][CH2:24][N:26]3[CH2:27][CH2:28][CH2:29][CH2:30]3)=[C:8]([C:4]3[CH:3]=[C:2]([OH:1])[CH:7]=[CH:6][CH:5]=3)[N:16]=2)[CH2:22][CH2:21]1. The yield is 0.468. (5) The reactants are [Cl:1][C:2]1(C2C=CC=C(C(=O)NC)C=2)[CH:7]=[CH:6][C:5]([N:8]([C:12]2[CH:17]=[CH:16][CH:15]=[CH:14][C:13]=2[C:18]([F:21])([F:20])[F:19])[C:9](=[O:11])[NH2:10])=[C:4](NC(O)=O)[CH2:3]1.[CH3:36][NH:37][C:38]([C:40]1[CH:41]=[C:42]([CH:44]=[CH:45][CH:46]=1)[NH2:43])=[O:39].C1C=CC2N(O)N=NC=2C=1.CN1CC[O:61][CH2:60]C1.CCN=C=NCCCN(C)C.Cl. The catalyst is CN(C=O)C.O. The product is [Cl:1][C:2]1([C:60](=[O:61])[NH:43][C:42]2[CH:44]=[CH:45][CH:46]=[C:40]([C:38](=[O:39])[NH:37][CH3:36])[CH:41]=2)[CH:7]=[CH:6][C:5]([N:8]([C:12]2[CH:17]=[CH:16][CH:15]=[CH:14][C:13]=2[C:18]([F:19])([F:21])[F:20])[C:9](=[O:11])[NH2:10])=[CH:4][CH2:3]1. The yield is 0.410.